Predict the reaction yield, written as a fraction of the theoretical maximum amount of product (1.0 means a 100% yield; for example, 0.34 means a 34% yield). From a dataset of Reaction yield outcomes from USPTO patents with 853,638 reactions. (1) The reactants are [Cl:1][C:2]1[CH:3]=[C:4]2[C:8](=[CH:9][CH:10]=1)[NH:7][CH:6]=[C:5]2[CH2:11][CH2:12][NH:13][C:14](=[O:23])[C:15]1[CH:20]=[CH:19][C:18]([CH2:21]Cl)=[CH:17][CH:16]=1.[S:24]1[CH:28]=[CH:27][CH:26]=[C:25]1[CH2:29][NH2:30].[I-].[Na+]. The catalyst is C1COCC1. The product is [Cl:1][C:2]1[CH:3]=[C:4]2[C:8](=[CH:9][CH:10]=1)[NH:7][CH:6]=[C:5]2[CH2:11][CH2:12][NH:13][C:14](=[O:23])[C:15]1[CH:20]=[CH:19][C:18]([CH2:21][NH:30][CH2:29][C:25]2[S:24][CH:28]=[CH:27][CH:26]=2)=[CH:17][CH:16]=1. The yield is 0.710. (2) The product is [CH:1]1([C:4]([NH:6][C:7]2[N:8]=[C:9]3[CH:14]=[CH:13][C:12]([S:15][C:16]4[CH:24]=[CH:23][CH:22]=[CH:21][C:17]=4[C:18]([NH:26][C:27]4[CH:32]=[CH:31][CH:30]=[CH:29][CH:28]=4)=[O:20])=[N:11][N:10]3[CH:25]=2)=[O:5])[CH2:3][CH2:2]1. The yield is 0.930. The reactants are [CH:1]1([C:4]([NH:6][C:7]2[N:8]=[C:9]3[CH:14]=[CH:13][C:12]([S:15][C:16]4[CH:24]=[CH:23][CH:22]=[CH:21][C:17]=4[C:18]([OH:20])=O)=[N:11][N:10]3[CH:25]=2)=[O:5])[CH2:3][CH2:2]1.[NH2:26][C:27]1[CH:32]=[CH:31][CH:30]=[CH:29][CH:28]=1.F[P-](F)(F)(F)(F)F.N1(OC(N(C)C)=[N+](C)C)C2N=CC=CC=2N=N1.C(N(CC)C(C)C)(C)C. The catalyst is CN(C)C=O.